This data is from Forward reaction prediction with 1.9M reactions from USPTO patents (1976-2016). The task is: Predict the product of the given reaction. (1) The product is: [CH3:19][O:20][C:21]([C:23]1[CH:27]=[C:26]([Br:28])[O:25][C:24]=1[CH2:29][Br:11])=[O:22]. Given the reactants COC(C1C=COC=1C)=O.[Br:11]N1C(=O)CCC1=O.[CH3:19][O:20][C:21]([C:23]1[CH:27]=[C:26]([Br:28])[O:25][C:24]=1[CH3:29])=[O:22], predict the reaction product. (2) Given the reactants [CH2:1]1[O:11][C:4]2([CH2:9][CH2:8][C:7](=[O:10])[CH2:6][CH2:5]2)[O:3][CH2:2]1.[H-].[Na+], predict the reaction product. The product is: [O:10]=[C:7]1[CH2:6][CH2:5][C:4]2([O:3][CH2:2][CH2:1][O:11]2)[CH2:9][CH:8]1[C:4]([O:3][CH3:2])=[O:11]. (3) Given the reactants [N:1]1[CH:6]=[CH:5][CH:4]=[C:3]([C:7]2[N:16]=[C:15]([C:17]([OH:19])=O)[C:14]3[C:9](=[CH:10][CH:11]=[CH:12][CH:13]=3)[N:8]=2)[CH:2]=1.Cl.[OH:21][C:22]1[C:31]([N:32]([CH3:34])[CH3:33])=[CH:30][CH:29]=[C:28]2[C:23]=1[CH2:24][CH2:25][NH:26][CH2:27]2, predict the reaction product. The product is: [N:1]1[CH:6]=[CH:5][CH:4]=[C:3]([C:7]2[N:16]=[C:15]([C:17]([N:26]3[CH2:25][CH2:24][C:23]4[C:28](=[CH:29][CH:30]=[C:31]([N:32]([CH3:34])[CH3:33])[C:22]=4[OH:21])[CH2:27]3)=[O:19])[C:14]3[C:9](=[CH:10][CH:11]=[CH:12][CH:13]=3)[N:8]=2)[CH:2]=1. (4) Given the reactants [CH2:1]([C:3]1[C:8](=[O:9])[CH2:7][C:6]([CH3:11])([CH3:10])[C@:5](/[CH:13]=[CH:14]/[C:15](/[CH3:21])=[CH:16]\[C:17]([O:19]C)=[O:18])([OH:12])[C:4]=1[CH3:22])[CH3:2].O.[OH-].[Li+], predict the reaction product. The product is: [CH2:1]([C:3]1[C:8](=[O:9])[CH2:7][C:6]([CH3:11])([CH3:10])[C@:5](/[CH:13]=[CH:14]/[C:15](/[CH3:21])=[CH:16]\[C:17]([OH:19])=[O:18])([OH:12])[C:4]=1[CH3:22])[CH3:2]. (5) Given the reactants Cl[C:2]1[C:11]2[C:6](=[CH:7][C:8]([O:14][CH3:15])=[C:9]([O:12][CH3:13])[CH:10]=2)[N:5]=[CH:4][N:3]=1.[NH2:16][C:17]1[CH:18]=[C:19]([NH:24][C:25](=[O:37])[C:26]2[CH:31]=[CH:30][CH:29]=[C:28]([C:32]([C:35]#[N:36])([CH3:34])[CH3:33])[CH:27]=2)[CH:20]=[CH:21][C:22]=1[CH3:23], predict the reaction product. The product is: [C:35]([C:32]([C:28]1[CH:27]=[C:26]([CH:31]=[CH:30][CH:29]=1)[C:25]([NH:24][C:19]1[CH:20]=[CH:21][C:22]([CH3:23])=[C:17]([NH:16][C:2]2[C:11]3[C:6](=[CH:7][C:8]([O:14][CH3:15])=[C:9]([O:12][CH3:13])[CH:10]=3)[N:5]=[CH:4][N:3]=2)[CH:18]=1)=[O:37])([CH3:33])[CH3:34])#[N:36].